This data is from Full USPTO retrosynthesis dataset with 1.9M reactions from patents (1976-2016). The task is: Predict the reactants needed to synthesize the given product. (1) Given the product [Cl:36][C:12]1[N:13]=[C:14]([N:21]2[CH2:22][CH2:23][CH:24]([CH2:27][NH:28][C:29](=[O:35])[O:30][C:31]([CH3:34])([CH3:32])[CH3:33])[CH2:25][CH2:26]2)[C:15]2[O:20][CH:19]=[CH:18][C:16]=2[N:17]=1, predict the reactants needed to synthesize it. The reactants are: S(C1C=CC(N[C:12]2[N:13]=[C:14]([N:21]3[CH2:26][CH2:25][CH:24]([CH2:27][NH:28][C:29](=[O:35])[O:30][C:31]([CH3:34])([CH3:33])[CH3:32])[CH2:23][CH2:22]3)[C:15]3[O:20][CH:19]=[CH:18][C:16]=3[N:17]=2)=CC=1)(=O)(=O)N.[Cl:36]C1N=C(Cl)C2OC=CC=2N=1.N1CCC(CNC(=O)OC(C)(C)C)CC1. (2) Given the product [CH3:20][S:21][C:2]1[CH:9]=[C:8]([C:10]2[CH:15]=[CH:14][C:13]([C:16]([F:19])([F:18])[F:17])=[CH:12][CH:11]=2)[CH:7]=[CH:6][C:3]=1[C:4]#[N:5], predict the reactants needed to synthesize it. The reactants are: F[C:2]1[CH:9]=[C:8]([C:10]2[CH:15]=[CH:14][C:13]([C:16]([F:19])([F:18])[F:17])=[CH:12][CH:11]=2)[CH:7]=[CH:6][C:3]=1[C:4]#[N:5].[CH3:20][SH:21].[Na]. (3) Given the product [Cl:1][C:2]1[CH:3]=[CH:4][CH:5]=[C:6]2[C:10]=1[N:9]([CH2:11][CH2:12][CH2:13][CH:14]([N:21]1[CH:25]=[N:24][CH:23]=[N:22]1)[CH:15]([OH:20])[C:16]([CH3:19])([CH3:17])[CH3:18])[CH:8]=[CH:7]2, predict the reactants needed to synthesize it. The reactants are: [Cl:1][C:2]1[CH:3]=[CH:4][CH:5]=[C:6]2[C:10]=1[N:9]([CH2:11][CH2:12][CH2:13][CH:14]([N:21]1[CH:25]=[N:24][CH:23]=[N:22]1)[C:15](=[O:20])[C:16]([CH3:19])([CH3:18])[CH3:17])[CH:8]=[CH:7]2.[BH4-].C([N+](CCCC)(CCCC)CCCC)CCC.[Cl-].[NH4+]. (4) Given the product [S:1]1[CH:5]=[CH:4][C:3]([C:6]2[CH:15]=[CH:14][CH:13]=[C:12]3[C:7]=2[CH:8]=[CH:9][N+:10]([O-:24])=[CH:11]3)=[CH:2]1, predict the reactants needed to synthesize it. The reactants are: [S:1]1[CH:5]=[CH:4][C:3]([C:6]2[CH:15]=[CH:14][CH:13]=[C:12]3[C:7]=2[CH:8]=[CH:9][N:10]=[CH:11]3)=[CH:2]1.ClC1C=CC=C(C(OO)=[O:24])C=1.C(OCC)(=O)C. (5) Given the product [Cl:1][C:2]1[CH:3]=[C:4]([CH:5]=[CH:6][C:7]=1[F:8])[O:29][C:26]1[CH:25]=[CH:24][C:23]([C@H:22]2[CH:15]3[NH:14][S:13](=[O:30])(=[O:12])[CH2:18][CH2:17][N:16]3[CH2:19][CH2:20][CH2:21]2)=[CH:28][CH:27]=1, predict the reactants needed to synthesize it. The reactants are: [Cl:1][C:2]1[CH:3]=[C:4](B(O)O)[CH:5]=[CH:6][C:7]=1[F:8].[O:12]=[S:13]1(=[O:30])[CH2:18][CH2:17][N:16]2[CH2:19][CH2:20][CH2:21][C@@H:22]([C:23]3[CH:28]=[CH:27][C:26]([OH:29])=[CH:25][CH:24]=3)[C:15]2=[N:14]1.N1C=CC=CC=1.C(=O)([O-])[O-].[Cs+].[Cs+]. (6) Given the product [Cl:42][C:39]1[CH:40]=[CH:41][C:36]([NH:34][C:29]2[CH:30]=[CH:31][CH:32]=[CH:33][C:28]=2[C:14](=[C:11]2[CH2:12][CH2:13][NH:8][CH2:9][CH2:10]2)[C:15]2[CH:20]=[CH:19][C:18]([C:21]([N:23]([CH2:26][CH3:27])[CH2:24][CH3:25])=[O:22])=[CH:17][CH:16]=2)=[CH:37][CH:38]=1, predict the reactants needed to synthesize it. The reactants are: CC(OC([N:8]1[CH2:13][CH2:12][C:11](=[C:14]([C:28]2[CH:33]=[CH:32][CH:31]=[CH:30][C:29]=2[NH2:34])[C:15]2[CH:20]=[CH:19][C:18]([C:21]([N:23]([CH2:26][CH3:27])[CH2:24][CH3:25])=[O:22])=[CH:17][CH:16]=2)[CH2:10][CH2:9]1)=O)(C)C.Br[C:36]1[CH:41]=[CH:40][C:39]([Cl:42])=[CH:38][CH:37]=1.CC([O-])(C)C.[Na+].C(O)(C(F)(F)F)=O. (7) Given the product [C:7]1([C:6]2[O:15][CH2:14][C@@H:4]([C:3]([O:2][CH3:1])=[O:16])[N:5]=2)[CH:12]=[CH:11][CH:10]=[CH:9][CH:8]=1, predict the reactants needed to synthesize it. The reactants are: [CH3:1][O:2][C:3](=[O:16])[C@H:4]([CH2:14][OH:15])[NH:5][C:6](=O)[C:7]1[CH:12]=[CH:11][CH:10]=[CH:9][CH:8]=1.S(Cl)(Cl)=O. (8) Given the product [CH:1]1([C:4]2[C:8]([CH2:9][N:36]([CH3:37])[CH3:35])=[CH:7][N:6]([C:11]3[CH:16]=[CH:15][N:14]=[C:13]([NH:17][C:18]4[C:19]([O:33][CH3:34])=[CH:20][C:21]([N:27]([CH2:29][CH2:30][O:31][CH3:32])[CH3:28])=[C:22]([NH:24][C:19](=[O:33])[CH:18]=[CH2:23])[CH:23]=4)[N:12]=3)[N:5]=2)[CH2:3][CH2:2]1, predict the reactants needed to synthesize it. The reactants are: [CH:1]1([C:4]2[C:8]([CH:9]=O)=[CH:7][N:6]([C:11]3[CH:16]=[CH:15][N:14]=[C:13]([NH:17][C:18]4[CH:23]=[C:22]([N+:24]([O-])=O)[C:21]([N:27]([CH2:29][CH2:30][O:31][CH3:32])[CH3:28])=[CH:20][C:19]=4[O:33][CH3:34])[N:12]=3)[N:5]=2)[CH2:3][CH2:2]1.[CH3:35][NH:36][CH3:37].